Dataset: Experimentally validated miRNA-target interactions with 360,000+ pairs, plus equal number of negative samples. Task: Binary Classification. Given a miRNA mature sequence and a target amino acid sequence, predict their likelihood of interaction. (1) The miRNA is hsa-miR-497-5p with sequence CAGCAGCACACUGUGGUUUGU. The protein sequence of the target gene is MGPERTGAAPLPLLLVLALSQGILNCCLAYNVGLPEAKIFSGPSSEQFGYAVQQFINPKGNWLLVGSPWSGFPENRMGDVYKCPVDLSTATCEKLNLQTSTSIPNVTEMKTNMSLGLILTRNMGTGGFLTCGPLWAQQCGNQYYTTGVCSDISPDFQLSASFSPATQPCPSLIDVVVVCDESNSIYPWDAVKNFLEKFVQGLDIGPTKTQVGLIQYANNPRVVFNLNTYKTKEEMIVATSQTSQYGGDLTNTFGAIQYARKYAYSAASGGRRSATKVMVVVTDGESHDGSMLKAVIDQCN.... Result: 1 (interaction). (2) The miRNA is hsa-miR-335-5p with sequence UCAAGAGCAAUAACGAAAAAUGU. The protein sequence of the target gene is MSGLRPGTQVDPEIELFVKAGSDGESIGNCPFCQRLFMILWLKGVKFNVTTVDMTRKPEELKDLAPGTNPPFLVYNKELKTDFIKIEEFLEQTLAPPRYPHLSPKYKESFDVGCNLFAKFSAYIKNTQKEANKNFEKSLLKEFKRLDDYLNTPLLDEIDPDSAEEPPVSRRLFLDGDQLTLADCSLLPKLNIIKVAAKKYRDFDIPAEFSGVWRYLHNAYAREEFTHTCPEDKEIENTYANVAKQKS. Result: 1 (interaction). (3) The miRNA is hsa-miR-7114-3p with sequence UGACCCACCCCUCUCCACCAG. The protein sequence of the target gene is MSELSDEASEPELLNRSLSMWHGLGTQVSGEELDVPLDLHTAASIGQYEVVKECVQRRELDLNKKNGGGWTPLMYASYIGHDTIVHLLLEAGVSVNVPTPEGQTPLMLASSCGNESIAYFLLQQGAELEMKDIQGWTALFHCTSAGHQHMVRFLLDSGANANVREPICGFTPLMEAAAAGHEIIVQYFLNHGVKVDARDHSGATARMLAKQYGHMKIVALMDTYSPSLPKSLYRSPEKYEDLSSSDESCPAPQRQRPCRKKGVSIHEGPRALARITGIGLGGRAPRPRYEQAPPRGYVTF.... Result: 0 (no interaction).